This data is from NCI-60 drug combinations with 297,098 pairs across 59 cell lines. The task is: Regression. Given two drug SMILES strings and cell line genomic features, predict the synergy score measuring deviation from expected non-interaction effect. (1) Drug 1: C1CC(=O)NC(=O)C1N2C(=O)C3=CC=CC=C3C2=O. Drug 2: CC1CCCC2(C(O2)CC(NC(=O)CC(C(C(=O)C(C1O)C)(C)C)O)C(=CC3=CSC(=N3)C)C)C. Cell line: MDA-MB-435. Synergy scores: CSS=27.6, Synergy_ZIP=-1.22, Synergy_Bliss=-3.45, Synergy_Loewe=-13.1, Synergy_HSA=-0.899. (2) Drug 2: C1CN(P(=O)(OC1)NCCCl)CCCl. Cell line: RPMI-8226. Drug 1: CN(C)N=NC1=C(NC=N1)C(=O)N. Synergy scores: CSS=3.86, Synergy_ZIP=-1.92, Synergy_Bliss=-2.77, Synergy_Loewe=-9.32, Synergy_HSA=-5.06. (3) Synergy scores: CSS=-1.26, Synergy_ZIP=-2.16, Synergy_Bliss=-7.27, Synergy_Loewe=-5.03, Synergy_HSA=-6.39. Drug 1: CC1=C(C(CCC1)(C)C)C=CC(=CC=CC(=CC(=O)O)C)C. Drug 2: C(=O)(N)NO. Cell line: HCT-15. (4) Drug 1: CCCCCOC(=O)NC1=NC(=O)N(C=C1F)C2C(C(C(O2)C)O)O. Drug 2: CCN(CC)CCCC(C)NC1=C2C=C(C=CC2=NC3=C1C=CC(=C3)Cl)OC. Cell line: A498. Synergy scores: CSS=17.4, Synergy_ZIP=-3.91, Synergy_Bliss=-1.22, Synergy_Loewe=-6.53, Synergy_HSA=-3.21. (5) Drug 1: C1=NC2=C(N1)C(=S)N=C(N2)N. Drug 2: C1CN1P(=S)(N2CC2)N3CC3. Cell line: HCC-2998. Synergy scores: CSS=36.7, Synergy_ZIP=-4.22, Synergy_Bliss=-7.52, Synergy_Loewe=-7.83, Synergy_HSA=-4.57. (6) Drug 1: CN1C2=C(C=C(C=C2)N(CCCl)CCCl)N=C1CCCC(=O)O.Cl. Drug 2: CC(C)NC(=O)C1=CC=C(C=C1)CNNC.Cl. Cell line: COLO 205. Synergy scores: CSS=-2.11, Synergy_ZIP=0.528, Synergy_Bliss=-1.34, Synergy_Loewe=-1.50, Synergy_HSA=-2.81. (7) Drug 1: C1C(C(OC1N2C=C(C(=O)NC2=O)F)CO)O. Drug 2: C1C(C(OC1N2C=NC3=C2NC=NCC3O)CO)O. Cell line: SK-MEL-5. Synergy scores: CSS=2.28, Synergy_ZIP=-2.27, Synergy_Bliss=-1.22, Synergy_Loewe=-9.72, Synergy_HSA=-0.697. (8) Cell line: MDA-MB-231. Drug 2: C1=NC2=C(N1)C(=S)N=C(N2)N. Drug 1: CN1CCC(CC1)COC2=C(C=C3C(=C2)N=CN=C3NC4=C(C=C(C=C4)Br)F)OC. Synergy scores: CSS=20.2, Synergy_ZIP=-6.10, Synergy_Bliss=-1.76, Synergy_Loewe=-1.13, Synergy_HSA=0.404. (9) Drug 1: C1CCC(C1)C(CC#N)N2C=C(C=N2)C3=C4C=CNC4=NC=N3. Drug 2: CN(C)N=NC1=C(NC=N1)C(=O)N. Cell line: HL-60(TB). Synergy scores: CSS=34.7, Synergy_ZIP=27.7, Synergy_Bliss=33.8, Synergy_Loewe=19.1, Synergy_HSA=23.9.